From a dataset of Forward reaction prediction with 1.9M reactions from USPTO patents (1976-2016). Predict the product of the given reaction. Given the reactants [C:1]1([C@H:7]([NH:9][C:10](=[NH:12])[CH3:11])[CH3:8])[CH:6]=[CH:5][CH:4]=[CH:3][CH:2]=1.Br[C:14](=[CH:18]OC)[C:15](=[O:17])[CH3:16].C(N(CC)CC)C.S(=O)(=O)(O)O, predict the reaction product. The product is: [C:15]([C:14]1[N:9]([C@@H:7]([C:1]2[CH:6]=[CH:5][CH:4]=[CH:3][CH:2]=2)[CH3:8])[C:10]([CH3:11])=[N:12][CH:18]=1)(=[O:17])[CH3:16].